This data is from Reaction yield outcomes from USPTO patents with 853,638 reactions. The task is: Predict the reaction yield, written as a fraction of the theoretical maximum amount of product (1.0 means a 100% yield; for example, 0.34 means a 34% yield). (1) The reactants are [CH2:1]([O:3][C:4](=[O:23])[CH:5]([OH:22])[CH2:6][N:7]([CH2:15][C:16]1[CH:21]=[CH:20][CH:19]=[CH:18][CH:17]=1)[CH2:8][C:9]1[CH:14]=[CH:13][CH:12]=[CH:11][CH:10]=1)[CH3:2].[C:24]([Si:28](Cl)([C:35]1[CH:40]=[CH:39][CH:38]=[CH:37][CH:36]=1)[C:29]1[CH:34]=[CH:33][CH:32]=[CH:31][CH:30]=1)([CH3:27])([CH3:26])[CH3:25].N1C=CN=C1. The catalyst is CN(C=O)C.CN(C1C=CN=CC=1)C. The product is [CH2:1]([O:3][C:4](=[O:23])[CH:5]([O:22][Si:28]([C:24]([CH3:27])([CH3:26])[CH3:25])([C:35]1[CH:36]=[CH:37][CH:38]=[CH:39][CH:40]=1)[C:29]1[CH:34]=[CH:33][CH:32]=[CH:31][CH:30]=1)[CH2:6][N:7]([CH2:15][C:16]1[CH:17]=[CH:18][CH:19]=[CH:20][CH:21]=1)[CH2:8][C:9]1[CH:10]=[CH:11][CH:12]=[CH:13][CH:14]=1)[CH3:2]. The yield is 0.790. (2) The reactants are [CH3:1][S:2](Cl)(=[O:4])=[O:3].[C:6]([C:8]1[CH:26]=[CH:25][C:11]([O:12][CH2:13][CH:14]([OH:24])[CH2:15][NH:16][C:17](=[O:23])[O:18][C:19]([CH3:22])([CH3:21])[CH3:20])=[CH:10][CH:9]=1)#[N:7].O.C(Cl)Cl. The catalyst is CN(C)C1C=CN=CC=1.N1C=CC=CC=1. The product is [CH3:1][S:2]([O:24][CH:14]([CH2:13][O:12][C:11]1[CH:10]=[CH:9][C:8]([C:6]#[N:7])=[CH:26][CH:25]=1)[CH2:15][NH:16][C:17]([O:18][C:19]([CH3:20])([CH3:21])[CH3:22])=[O:23])(=[O:4])=[O:3]. The yield is 1.00. (3) The reactants are Br[C:2]1[N:6]([S:7]([C:10]2[CH:11]=[N:12][CH:13]=[CH:14][CH:15]=2)(=[O:9])=[O:8])[CH:5]=[C:4]([CH2:16][N:17]([CH3:25])[C:18](=[O:24])[O:19][C:20]([CH3:23])([CH3:22])[CH3:21])[CH:3]=1.[CH3:26][C:27]1[CH:32]=[CH:31][N:30]=[CH:29][C:28]=1B(O)O.C(=O)([O-])O.[Na+].COCCOC. The catalyst is C1C=CC([P]([Pd]([P](C2C=CC=CC=2)(C2C=CC=CC=2)C2C=CC=CC=2)([P](C2C=CC=CC=2)(C2C=CC=CC=2)C2C=CC=CC=2)[P](C2C=CC=CC=2)(C2C=CC=CC=2)C2C=CC=CC=2)(C2C=CC=CC=2)C2C=CC=CC=2)=CC=1.O. The product is [CH3:25][N:17]([CH2:16][C:4]1[CH:3]=[C:2]([C:28]2[CH:29]=[N:30][CH:31]=[CH:32][C:27]=2[CH3:26])[N:6]([S:7]([C:10]2[CH:11]=[N:12][CH:13]=[CH:14][CH:15]=2)(=[O:9])=[O:8])[CH:5]=1)[C:18](=[O:24])[O:19][C:20]([CH3:23])([CH3:22])[CH3:21]. The yield is 0.520. (4) The reactants are [C:1]1([CH3:7])[CH:6]=[CH:5][CH:4]=[CH:3][CH:2]=1.[CH:8](=[O:15])[C:9]1C=CC=[CH:11][CH:10]=1.CC(CCO)=C.[OH-].[Na+]. The catalyst is CS(O)(=O)=O. The product is [CH:1]1([CH:7]2[CH:11]=[CH:10][CH:9]=[CH:8][O:15]2)[CH:6]=[CH:5][CH:4]=[CH:3][CH2:2]1. The yield is 0.796. (5) The reactants are [CH3:1][O:2][C:3](=[O:26])[CH2:4][CH2:5][C:6]([C:8](=[O:25])[N:9]([CH2:21][CH2:22][CH:23]=[CH2:24])[CH2:10][C:11]1[CH:16]=[CH:15][C:14](OC)=[CH:13][C:12]=1OC)=C. The catalyst is C(Cl)Cl.[Ru]. The product is [CH3:1][O:2][C:3](=[O:26])[CH2:4][CH2:5][C:6]1[C:8](=[O:25])[N:9]([CH2:10][C:11]2[CH:12]=[CH:13][CH:14]=[CH:15][CH:16]=2)[CH2:21][CH2:22][CH2:23][CH:24]=1. The yield is 0.790. (6) The reactants are [Br:1][C:2]1[CH:10]=[C:6]([C:7]([OH:9])=O)[C:5]([OH:11])=[CH:4][CH:3]=1.[NH2:12][C:13]1[S:14][CH:15]=[C:16]([C:18]2[CH:23]=[CH:22][CH:21]=[CH:20][CH:19]=2)[N:17]=1. No catalyst specified. The product is [Br:1][C:2]1[CH:3]=[CH:4][C:5]([OH:11])=[C:6]([CH:10]=1)[C:7]([NH:12][C:13]1[S:14][CH:15]=[C:16]([C:18]2[CH:23]=[CH:22][CH:21]=[CH:20][CH:19]=2)[N:17]=1)=[O:9]. The yield is 0.160. (7) The yield is 0.900. The product is [CH2:11]([O:10][P:9]([CH2:21][CH2:20][C:19]([OH:23])=[O:22])([O:8][CH2:1][C:2]1[CH:3]=[CH:4][CH:5]=[CH:6][CH:7]=1)=[O:18])[C:12]1[CH:13]=[CH:14][CH:15]=[CH:16][CH:17]=1. The reactants are [CH2:1]([O:8][P:9]([O-:18])[O:10][CH2:11][C:12]1[CH:17]=[CH:16][CH:15]=[CH:14][CH:13]=1)[C:2]1[CH:7]=[CH:6][CH:5]=[CH:4][CH:3]=1.[C:19]([O:23]CC)(=[O:22])[CH:20]=[CH2:21].C([O-])([O-])=O.[K+].[K+].O. The catalyst is C1COCC1. (8) The reactants are [CH2:1]([O:3][C:4]1[C:8]([CH2:9][CH2:10][C:11](OCC)=[O:12])=[CH:7][N:6]([C:16]2[CH:21]=[CH:20][C:19]([C:22]([F:25])([F:24])[F:23])=[CH:18][CH:17]=2)[N:5]=1)[CH3:2].[H-].C([Al+]CC(C)C)C(C)C.Cl. The catalyst is O1CCCC1.CCCCCC. The product is [CH2:1]([O:3][C:4]1[C:8]([CH2:9][CH2:10][CH2:11][OH:12])=[CH:7][N:6]([C:16]2[CH:21]=[CH:20][C:19]([C:22]([F:24])([F:25])[F:23])=[CH:18][CH:17]=2)[N:5]=1)[CH3:2]. The yield is 0.970. (9) The reactants are Cl[C:2]1[C:7]([N+:8]([O-])=O)=[CH:6][CH:5]=[CH:4][N:3]=1.Cl.[CH2:12]([O:14][C:15](=[O:18])[CH2:16][NH2:17])[CH3:13].C([O-])([O-])=O.[K+].[K+]. The catalyst is C1(C)C=CC=CC=1. The product is [CH2:12]([O:14][C:15](=[O:18])[CH2:16][NH:17][C:2]1[C:7]([NH2:8])=[CH:6][CH:5]=[CH:4][N:3]=1)[CH3:13]. The yield is 0.710. (10) The reactants are [F:1][C:2]1[CH:3]=[C:4]2[C:9](=[C:10]([NH2:12])[CH:11]=1)[N:8]=[CH:7][CH:6]=[CH:5]2.[F:13][C:14]([F:26])([F:25])[C:15]1[N:20]=[CH:19][C:18]([S:21](Cl)(=[O:23])=[O:22])=[CH:17][CH:16]=1.N1C=CC=CC=1. The catalyst is C(Cl)Cl.CN(C1C=CN=CC=1)C. The product is [F:1][C:2]1[CH:3]=[C:4]2[C:9](=[C:10]([NH:12][S:21]([C:18]3[CH:19]=[N:20][C:15]([C:14]([F:26])([F:13])[F:25])=[CH:16][CH:17]=3)(=[O:23])=[O:22])[CH:11]=1)[N:8]=[CH:7][CH:6]=[CH:5]2. The yield is 0.260.